The task is: Predict the reactants needed to synthesize the given product.. This data is from Full USPTO retrosynthesis dataset with 1.9M reactions from patents (1976-2016). (1) Given the product [CH:11]1([N:8]2[CH:7]=[N:6][C:5]3[C:9]2=[N:10][C:2]([N:30]2[CH2:31][CH2:32][CH2:33][CH:28]([OH:27])[CH2:29]2)=[N:3][C:4]=3[NH:16][C:17]2[CH:18]=[C:19]3[C:23](=[CH:24][CH:25]=2)[CH2:22][CH2:21][CH2:20]3)[CH2:15][CH2:14][CH2:13][CH2:12]1, predict the reactants needed to synthesize it. The reactants are: Cl[C:2]1[N:10]=[C:9]2[C:5]([N:6]=[CH:7][N:8]2[CH:11]2[CH2:15][CH2:14][CH2:13][CH2:12]2)=[C:4]([NH:16][C:17]2[CH:18]=[C:19]3[C:23](=[CH:24][CH:25]=2)[CH2:22][CH2:21][CH2:20]3)[N:3]=1.Cl.[OH:27][CH:28]1[CH2:33][CH2:32][CH2:31][NH:30][CH2:29]1.C([O-])([O-])=O.[K+].[K+].C(Cl)Cl. (2) Given the product [CH2:20]([O:32][C:33](=[O:34])[C:35]1[CH:43]=[CH:42][CH:41]=[CH:40][C:36]=1[C:37](=[O:38])[NH:8][C:7]1[CH:1]=[CH:2][N:3]([C@H:9]2[C:10]([F:17])([F:18])[C@H:11]([OH:16])[C@@H:12]([CH2:14][OH:15])[O:13]2)[C:4](=[O:5])[N:6]=1)[CH2:21][CH2:22][CH2:23][CH2:24][CH2:25][CH2:26][CH2:27][CH2:28][CH2:29][CH2:30][CH3:31], predict the reactants needed to synthesize it. The reactants are: [CH:1]1[C:7]([NH2:8])=[N:6][C:4](=[O:5])[N:3]([C@@H:9]2[O:13][C@H:12]([CH2:14][OH:15])[C@@H:11]([OH:16])[C:10]2([F:18])[F:17])[CH:2]=1.Cl.[CH2:20]([O:32][C:33]([C:35]1[CH:43]=[CH:42][CH:41]=[CH:40][C:36]=1[C:37](O)=[O:38])=[O:34])[CH2:21][CH2:22][CH2:23][CH2:24][CH2:25][CH2:26][CH2:27][CH2:28][CH2:29][CH2:30][CH3:31].F[P-](F)(F)(F)(F)F.N1(O[P+](N2CCCC2)(N2CCCC2)N2CCCC2)C2C=CC=CC=2N=N1.O. (3) Given the product [CH2:1]([C:3]1[CH:8]=[C:7]([C:9]2[N:13]=[C:12]([C:14]3[CH:19]=[C:18]([CH3:20])[N:17]=[C:16]([CH2:21][CH3:22])[CH:15]=3)[O:11][N:10]=2)[CH:6]=[C:5]([CH3:23])[C:4]=1[CH2:24][CH2:25][C:26]([NH:31][CH3:30])=[O:28])[CH3:2], predict the reactants needed to synthesize it. The reactants are: [CH2:1]([C:3]1[CH:8]=[C:7]([C:9]2[N:13]=[C:12]([C:14]3[CH:19]=[C:18]([CH3:20])[N:17]=[C:16]([CH2:21][CH3:22])[CH:15]=3)[O:11][N:10]=2)[CH:6]=[C:5]([CH3:23])[C:4]=1[CH2:24][CH2:25][C:26]([OH:28])=O)[CH3:2].C[CH2:30][N:31](C(C)C)C(C)C.C1CN([P+](ON2N=NC3C=CC=CC2=3)(N2CCCC2)N2CCCC2)CC1.F[P-](F)(F)(F)(F)F.CN. (4) The reactants are: [Cl:1][C:2]1[CH:10]=[C:6]([C:7]([NH2:9])=[O:8])[C:5]([OH:11])=[CH:4][CH:3]=1.C(C1C=CC(C)=NC=1)C.Cl[C:22](OCC)=[O:23].Cl. Given the product [Cl:1][C:2]1[CH:3]=[CH:4][C:5]2[O:11][C:22](=[O:23])[NH:9][C:7](=[O:8])[C:6]=2[CH:10]=1, predict the reactants needed to synthesize it. (5) The reactants are: [F:1][C:2]1[C:7]([O:8][CH3:9])=[C:6]([O:10][CH3:11])[CH:5]=[CH:4][C:3]=1[CH2:12][C:13]#[N:14].[Li]N.Br[CH2:18][CH2:19]Cl. Given the product [F:1][C:2]1[C:7]([O:8][CH3:9])=[C:6]([O:10][CH3:11])[CH:5]=[CH:4][C:3]=1[C:12]1([C:13]#[N:14])[CH2:19][CH2:18]1, predict the reactants needed to synthesize it. (6) Given the product [CH3:18][CH2:17][CH2:16][CH2:15][CH2:14][CH2:13][CH2:12][CH2:11][CH2:10][CH2:9][CH2:8][CH2:7][CH2:6][CH2:5][CH2:4][CH2:3][CH2:2][C:1]([NH:20][NH:21][C:22]([CH2:23][CH2:24][CH2:25][CH2:26][CH2:27][CH2:28][CH2:29][CH2:30][CH2:31][CH2:32][CH2:33][CH2:34][CH2:35][CH2:36][CH2:37][CH2:38][CH2:39][CH3:46])=[O:41])=[O:19], predict the reactants needed to synthesize it. The reactants are: [C:1]([NH:20][NH2:21])(=[O:19])[CH2:2][CH2:3][CH2:4][CH2:5][CH2:6][CH2:7][CH2:8][CH2:9][CH2:10][CH2:11][CH2:12][CH2:13][CH2:14][CH2:15][CH2:16][CH2:17][CH3:18].[C:22]([OH:41])(=O)[CH2:23][CH2:24][CH2:25][CH2:26][CH2:27][CH2:28][CH2:29][CH2:30][CH2:31][CH2:32][CH2:33][CH2:34][CH2:35][CH2:36][CH2:37][CH2:38][CH3:39].ON1C2C=CC=C[C:46]=2N=N1.C(N=C=NC(C)C)(C)C. (7) Given the product [Cl:57][C:58]1[CH:63]=[CH:62][CH:61]=[CH:60][C:59]=1[NH:64][C:65](=[O:66])[NH:32][C:33]1[CH:34]=[CH:35][C:36]([C:39]2[S:43][C:42]([CH:44]3[CH2:45][CH2:46][N:47]([C:50]([O:52][C:53]([CH3:56])([CH3:55])[CH3:54])=[O:51])[CH2:48][CH2:49]3)=[N:41][CH:40]=2)=[CH:37][CH:38]=1, predict the reactants needed to synthesize it. The reactants are: FC(F)(F)C1C=C(NC(=O)NC2C=CC(C3SC(CCC(OC)=O)=NC=3)=CC=2)C=CC=1.[NH2:32][C:33]1[CH:38]=[CH:37][C:36]([C:39]2[S:43][C:42]([CH:44]3[CH2:49][CH2:48][N:47]([C:50]([O:52][C:53]([CH3:56])([CH3:55])[CH3:54])=[O:51])[CH2:46][CH2:45]3)=[N:41][CH:40]=2)=[CH:35][CH:34]=1.[Cl:57][C:58]1[CH:63]=[CH:62][CH:61]=[CH:60][C:59]=1[N:64]=[C:65]=[O:66]. (8) Given the product [O:18]=[C:17]1[NH:16][CH:15]([C:12]2[CH:11]=[CH:10][C:9]([C:7]#[N:8])=[CH:14][CH:13]=2)[C:30]2[C:31](=[O:49])[CH2:32][CH:33]([C:37]3[CH:38]=[C:39]([O:47][CH3:48])[C:40]([O:45][CH3:46])=[C:41]([O:43][CH3:44])[CH:42]=3)[CH2:34][C:35]=2[N:19]1[C:20]1[CH:25]=[CH:24][CH:23]=[C:22]([C:26]([F:27])([F:28])[F:29])[CH:21]=1, predict the reactants needed to synthesize it. The reactants are: CC(C)([O-])C.[Na+].[C:7]([C:9]1[CH:14]=[CH:13][C:12]([CH:15]([C:30]2[C:35](=O)[CH2:34][CH:33]([C:37]3[CH:42]=[C:41]([O:43][CH3:44])[C:40]([O:45][CH3:46])=[C:39]([O:47][CH3:48])[CH:38]=3)[CH2:32][C:31]=2[O:49]CC)[NH:16][C:17]([NH:19][C:20]2[CH:25]=[CH:24][CH:23]=[C:22]([C:26]([F:29])([F:28])[F:27])[CH:21]=2)=[O:18])=[CH:11][CH:10]=1)#[N:8].O. (9) Given the product [CH2:13]([O:1][C:2]1[CH:3]=[C:4]([CH:9]=[C:10]([OH:12])[CH:11]=1)[C:5]([O:7][CH3:8])=[O:6])[C:14]1[CH:19]=[CH:18][CH:17]=[CH:16][CH:15]=1, predict the reactants needed to synthesize it. The reactants are: [OH:1][C:2]1[CH:3]=[C:4]([CH:9]=[C:10]([OH:12])[CH:11]=1)[C:5]([O:7][CH3:8])=[O:6].[CH2:13](Br)[C:14]1[CH:19]=[CH:18][CH:17]=[CH:16][CH:15]=1.C(=O)([O-])[O-].[K+].[K+].